From a dataset of Reaction yield outcomes from USPTO patents with 853,638 reactions. Predict the reaction yield, written as a fraction of the theoretical maximum amount of product (1.0 means a 100% yield; for example, 0.34 means a 34% yield). The reactants are [CH3:1][C:2]1[S:6][C:5]([C:7](Cl)=[O:8])=[CH:4][CH:3]=1.[NH2:10][C:11]1[S:12][C:13]2[C:19]([N:20]3[CH2:25][CH2:24][O:23][CH2:22][CH2:21]3)=[CH:18][CH:17]=[C:16]([O:26][CH3:27])[C:14]=2[N:15]=1. No catalyst specified. The product is [CH3:27][O:26][C:16]1[C:14]2[N:15]=[C:11]([NH:10][C:7]([C:5]3[S:6][C:2]([CH3:1])=[CH:3][CH:4]=3)=[O:8])[S:12][C:13]=2[C:19]([N:20]2[CH2:25][CH2:24][O:23][CH2:22][CH2:21]2)=[CH:18][CH:17]=1. The yield is 0.970.